This data is from Peptide-MHC class II binding affinity with 134,281 pairs from IEDB. The task is: Regression. Given a peptide amino acid sequence and an MHC pseudo amino acid sequence, predict their binding affinity value. This is MHC class II binding data. (1) The peptide sequence is RGNHYAFVGVMYNLW. The MHC is DRB1_0701 with pseudo-sequence DRB1_0701. The binding affinity (normalized) is 0.787. (2) The peptide sequence is TWGKAKIVTAETQNS. The MHC is DRB1_0802 with pseudo-sequence DRB1_0802. The binding affinity (normalized) is 0.628. (3) The peptide sequence is RGIEYIQHNGVVQES. The binding affinity (normalized) is 0.376. The MHC is HLA-DQA10102-DQB10602 with pseudo-sequence HLA-DQA10102-DQB10602.